This data is from Catalyst prediction with 721,799 reactions and 888 catalyst types from USPTO. The task is: Predict which catalyst facilitates the given reaction. (1) Reactant: [O:1]1[CH2:5][CH2:4][C:3]([C:6]2[C:12]([CH3:13])=[CH:11][CH:10]=[CH:9][C:7]=2N)=[N:2]1.N(OCCCC)=O.[CH3:21][S:22]SC. Product: [CH3:13][C:12]1[CH:11]=[CH:10][CH:9]=[C:7]([S:22][CH3:21])[C:6]=1[C:3]1[CH2:4][CH2:5][O:1][N:2]=1. The catalyst class is: 536. (2) Reactant: [CH:1]1([CH2:4][O:5][C:6]2[CH:11]=[CH:10][C:9]([C:12]3[O:13][C:14]4[CH2:24][C:19]5(OCC[O:20]5)[CH2:18][CH2:17][C:15]=4[N:16]=3)=[CH:8][C:7]=2[F:25])[CH2:3][CH2:2]1.C1COCC1.Cl.C(=O)([O-])O.[Na+]. Product: [CH:1]1([CH2:4][O:5][C:6]2[CH:11]=[CH:10][C:9]([C:12]3[O:13][C:14]4[CH2:24][CH:19]([OH:20])[CH2:18][CH2:17][C:15]=4[N:16]=3)=[CH:8][C:7]=2[F:25])[CH2:2][CH2:3]1. The catalyst class is: 72. (3) Reactant: [N:1]1[CH:6]=[CH:5][CH:4]=[C:3](O)[CH:2]=1.CN([CH:11]=[O:12])C.C[C:14](C)([O-:16])C.[K+].COCCl. Product: [CH3:14][O:16][CH2:11][O:12][C:2]1[CH:3]=[CH:4][CH:5]=[CH:6][N:1]=1. The catalyst class is: 1. (4) Reactant: [CH3:1][O:2][C:3]1[C:4]([CH3:31])=[C:5]([C:22]([O:29][CH3:30])=[C:23]([O:27][CH3:28])[C:24]=1[O:25][CH3:26])[CH2:6][C:7]1[CH:8]=[CH:9][C:10]([C:16]2[CH:21]=[CH:20][N:19]=[CH:18][CH:17]=2)=[C:11]([CH:15]=1)[C:12](O)=[O:13].[CH:32]1([NH2:35])[CH2:34][CH2:33]1.CCN=C=NCCCN(C)C.Cl. Product: [CH3:1][O:2][C:3]1[C:4]([CH3:31])=[C:5]([C:22]([O:29][CH3:30])=[C:23]([O:27][CH3:28])[C:24]=1[O:25][CH3:26])[CH2:6][C:7]1[CH:8]=[CH:9][C:10]([C:16]2[CH:17]=[CH:18][N:19]=[CH:20][CH:21]=2)=[C:11]([CH:15]=1)[C:12]([NH:35][CH:32]1[CH2:34][CH2:33]1)=[O:13]. The catalyst class is: 172. (5) Reactant: [CH3:1][C:2]1[CH:3]=[CH:4][C:5]([OH:10])=[C:6]([CH:9]=1)[CH:7]=[O:8].C([O-])([O-])=O.[K+].[K+].[F:17][C:18]1[CH:25]=[CH:24][C:21]([CH2:22]Br)=[CH:20][CH:19]=1. Product: [CH3:1][C:2]1[CH:3]=[CH:4][C:5]([O:10][CH2:22][C:21]2[CH:24]=[CH:25][C:18]([F:17])=[CH:19][CH:20]=2)=[C:6]([CH:9]=1)[CH:7]=[O:8]. The catalyst class is: 21. (6) Reactant: [CH3:1][C:2]1([CH3:25])[N:11]2[C:12]3[CH2:17][CH2:16][N:15]([C:18]([O:20][CH2:21][CH3:22])=[O:19])[CH2:14][C:13]=3[C:9]3[C:10]2=[C:5]([CH:6]=[CH:7][CH:8]=3)[N:4]([CH3:23])[C:3]1=O.Cl.O. Product: [CH2:21]([O:20][C:18]([N:15]1[CH2:16][CH2:17][C:12]2[N:11]3[C:10]4[C:9]([C:13]=2[CH2:14]1)=[CH:8][CH:7]=[CH:6][C:5]=4[N:4]([CH3:23])[CH2:3][C:2]3([CH3:1])[CH3:25])=[O:19])[CH3:22]. The catalyst class is: 1. (7) Reactant: [H-].[Na+].[CH3:3][CH2:4][O:5][C:6]([CH:8](P(OCC)(OCC)=O)[CH3:9])=[O:7].[Br:18][C:19]1[CH:20]=[CH:21][C:22]([N:27]2[CH2:31][CH:30]([CH3:32])[CH:29]([CH3:33])[CH2:28]2)=[C:23]([CH:26]=1)[CH:24]=O. Product: [Br:18][C:19]1[CH:20]=[CH:21][C:22]([N:27]2[CH2:31][CH:30]([CH3:32])[CH:29]([CH3:33])[CH2:28]2)=[C:23](/[CH:24]=[C:8](\[CH3:9])/[C:6]([O:5][CH2:4][CH3:3])=[O:7])[CH:26]=1. The catalyst class is: 11. (8) Reactant: OC1O[N:5]=[N+:4]2[CH2:7][S:8][CH2:9][C:3]=12.[F:10][C:11]1[CH:16]=[C:15]([F:17])[CH:14]=[CH:13][C:12]=1[C:18]#[C:19][C:20]1[CH:25]=[CH:24][N:23]=[C:22]([Cl:26])[N:21]=1. Product: [Cl:26][C:22]1[N:21]=[C:20]([C:19]2[C:18]([C:12]3[CH:13]=[CH:14][C:15]([F:17])=[CH:16][C:11]=3[F:10])=[N:5][N:4]3[C:3]=2[CH2:9][S:8][CH2:7]3)[CH:25]=[CH:24][N:23]=1. The catalyst class is: 728. (9) Reactant: N(C(OCC)=O)=NC(OCC)=O.[Cl:13][C:14]1[C:23]2[C:18](=[CH:19][C:20]([O:25][CH3:26])=[C:21]([OH:24])[CH:22]=2)[N:17]=[CH:16][N:15]=1.C1(P(C2C=CC=CC=2)C2C=CC=CC=2)C=CC=CC=1.[C:46]([O:50][C:51]([N:53]1[CH2:58][CH2:57][CH2:56][CH:55](O)[CH2:54]1)=[O:52])([CH3:49])([CH3:48])[CH3:47]. Product: [Cl:13][C:14]1[C:23]2[C:18](=[CH:19][C:20]([O:25][CH3:26])=[C:21]([O:24][CH:57]3[CH2:56][CH2:55][CH2:54][N:53]([C:51]([O:50][C:46]([CH3:49])([CH3:48])[CH3:47])=[O:52])[CH2:58]3)[CH:22]=2)[N:17]=[CH:16][N:15]=1. The catalyst class is: 4.